Dataset: Full USPTO retrosynthesis dataset with 1.9M reactions from patents (1976-2016). Task: Predict the reactants needed to synthesize the given product. Given the product [C:1]([NH:10][CH2:12][CH2:11][CH2:17][S:14]([OH:16])(=[O:15])=[O:13])([C:4]1[CH:9]=[CH:8][CH:7]=[CH:6][CH:5]=1)([CH3:3])[CH3:2], predict the reactants needed to synthesize it. The reactants are: [C:1]([NH2:10])([C:4]1[CH:9]=[CH:8][CH:7]=[CH:6][CH:5]=1)([CH3:3])[CH3:2].[CH2:11]1[CH2:17][S:14](=[O:16])(=[O:15])[O:13][CH2:12]1.